Dataset: Full USPTO retrosynthesis dataset with 1.9M reactions from patents (1976-2016). Task: Predict the reactants needed to synthesize the given product. (1) Given the product [Br:23][C:24]1[CH:29]=[C:28]([O:15][CH2:14][CH:11]2[CH2:12][CH2:13][N:8]([C:1]([O:3][C:4]([CH3:7])([CH3:6])[CH3:5])=[O:2])[CH2:9][CH2:10]2)[C:27]([N+:31]([O-:33])=[O:32])=[CH:26][N:25]=1, predict the reactants needed to synthesize it. The reactants are: [C:1]([N:8]1[CH2:13][CH2:12][CH:11]([CH2:14][OH:15])[CH2:10][CH2:9]1)([O:3][C:4]([CH3:7])([CH3:6])[CH3:5])=[O:2].[H-].[Na+].CN(C=O)C.[Br:23][C:24]1[CH:29]=[C:28](Cl)[C:27]([N+:31]([O-:33])=[O:32])=[CH:26][N:25]=1. (2) The reactants are: [CH3:1][O:2][C:3]1[CH:8]=[C:7]([CH3:9])[C:6]([S:10]([N:13]([CH2:15][C:16]2[O:20][CH:19]=[C:18]([C:21](O)=[O:22])[CH:17]=2)[CH3:14])(=[O:12])=[O:11])=[C:5]([CH3:24])[CH:4]=1.C1N=CN(C(N2C=NC=C2)=O)C=1.CCN(C(C)C)C(C)C.[NH2:46][CH2:47][CH2:48][C:49]1[CH:60]=[CH:59][C:52]([CH2:53][NH:54][CH2:55][CH:56]([CH3:58])[CH3:57])=[CH:51][CH:50]=1. Given the product [CH3:1][O:2][C:3]1[CH:8]=[C:7]([CH3:9])[C:6]([S:10]([N:13]([CH2:15][C:16]2[O:20][CH:19]=[C:18]([C:21]([NH:46][CH2:47][CH2:48][C:49]3[CH:60]=[CH:59][C:52]([CH2:53][NH:54][CH2:55][CH:56]([CH3:58])[CH3:57])=[CH:51][CH:50]=3)=[O:22])[CH:17]=2)[CH3:14])(=[O:11])=[O:12])=[C:5]([CH3:24])[CH:4]=1, predict the reactants needed to synthesize it. (3) Given the product [CH2:19]([N:21]([S:22]([C:25]1[CH:26]=[CH:27][C:28]([F:31])=[CH:29][CH:30]=1)(=[O:24])=[O:23])[CH2:32][C:33]([NH:16][CH2:15][C:12]1[CH:13]=[CH:14][C:9]([C:6]2[CH:5]=[CH:4][C:3]([C:2]([F:17])([F:18])[F:1])=[CH:8][CH:7]=2)=[CH:10][CH:11]=1)=[O:34])[CH3:20], predict the reactants needed to synthesize it. The reactants are: [F:1][C:2]([F:18])([F:17])[C:3]1[CH:8]=[CH:7][C:6]([C:9]2[CH:14]=[CH:13][C:12]([CH2:15][NH2:16])=[CH:11][CH:10]=2)=[CH:5][CH:4]=1.[CH2:19]([N:21]([CH2:32][C:33](O)=[O:34])[S:22]([C:25]1[CH:30]=[CH:29][C:28]([F:31])=[CH:27][CH:26]=1)(=[O:24])=[O:23])[CH3:20].CN(C(ON1N=NC2C=CC=NC1=2)=[N+](C)C)C.F[P-](F)(F)(F)(F)F.C(N(CC)C(C)C)(C)C.OS([O-])(=O)=O.[K+]. (4) Given the product [CH3:1][N:38]1[CH2:37][C:20]2=[C:21]3[C:25](=[CH:26][CH:27]=[C:19]2[O:18][CH2:17][C@H:16]1[CH3:15])[N:24]([S:28]([C:31]1[CH:36]=[CH:35][CH:34]=[CH:33][CH:32]=1)(=[O:29])=[O:30])[CH:23]=[CH:22]3, predict the reactants needed to synthesize it. The reactants are: [C:1](O[BH-](OC(=O)C)OC(=O)C)(=O)C.[Na+].[CH3:15][C@H:16]1[NH:38][CH2:37][C:20]2=[C:21]3[C:25](=[CH:26][CH:27]=[C:19]2[O:18][CH2:17]1)[N:24]([S:28]([C:31]1[CH:36]=[CH:35][CH:34]=[CH:33][CH:32]=1)(=[O:30])=[O:29])[CH:23]=[CH:22]3.C=O.